Dataset: Forward reaction prediction with 1.9M reactions from USPTO patents (1976-2016). Task: Predict the product of the given reaction. (1) Given the reactants [C:1]([OH:5])(=[O:4])[CH:2]=[CH2:3].C(C=C)=O, predict the reaction product. The product is: [CH:1]([CH:2]=[CH2:3])=[O:4].[C:1]([OH:5])(=[O:4])[CH:2]=[CH2:3]. (2) Given the reactants Br[C:2]1[CH:27]=[CH:26][C:5]2[C:6]3[N:7]=[C:8]([C:14]4[N:18]([CH:19]([CH3:21])[CH3:20])[C:17]([C:22]([F:25])([F:24])[F:23])=[N:16][N:15]=4)[S:9][C:10]=3[CH2:11][CH2:12][O:13][C:4]=2[CH:3]=1.O1CCCCC1[O:34][CH2:35][CH2:36][N:37]1[CH:41]=[C:40](B2OC(C)(C)C(C)(C)O2)[CH:39]=[N:38]1.O1CCCCC1OC1CCCCO1.Cl, predict the reaction product. The product is: [CH:19]([N:18]1[C:17]([C:22]([F:24])([F:25])[F:23])=[N:16][N:15]=[C:14]1[C:8]1[S:9][C:10]2[CH2:11][CH2:12][O:13][C:4]3[CH:3]=[C:2]([C:40]4[CH:39]=[N:38][N:37]([CH2:36][CH2:35][OH:34])[CH:41]=4)[CH:27]=[CH:26][C:5]=3[C:6]=2[N:7]=1)([CH3:21])[CH3:20]. (3) Given the reactants Br[C:2]1[C:3]([CH3:23])=[C:4]([C:7]([NH:9][C:10]2[CH:15]=[C:14]([C:16](=[O:21])[NH:17][CH:18]3[CH2:20][CH2:19]3)[CH:13]=[CH:12][C:11]=2[CH3:22])=[O:8])[S:5][CH:6]=1.[F:24][C:25]1[CH:26]=[N:27][CH:28]=[C:29](B2OC(C)(C)C(C)(C)O2)[CH:30]=1, predict the reaction product. The product is: [CH:18]1([NH:17][C:16]([C:14]2[CH:13]=[CH:12][C:11]([CH3:22])=[C:10]([NH:9][C:7]([C:4]3[S:5][CH:6]=[C:2]([C:29]4[CH:28]=[N:27][CH:26]=[C:25]([F:24])[CH:30]=4)[C:3]=3[CH3:23])=[O:8])[CH:15]=2)=[O:21])[CH2:20][CH2:19]1.